Dataset: Full USPTO retrosynthesis dataset with 1.9M reactions from patents (1976-2016). Task: Predict the reactants needed to synthesize the given product. (1) Given the product [CH3:2][CH2:1][O:3][CH2:4][CH3:5].[CH3:28][CH2:27][CH2:26][CH:25]([CH3:30])[CH3:24], predict the reactants needed to synthesize it. The reactants are: [CH2:1]([O:3][C:4](=O)[C@H:5](OC1C=C(NS(N2CCCC2)(=O)=O)N=C(S[CH2:24][C:25]2[CH:30]=C[CH:28]=[C:27](F)[C:26]=2F)N=1)C)[CH3:2].[BH4-].[Li+]. (2) Given the product [NH:25]([CH2:23][C:3]1[C:4]([C:18]([O:20][CH2:21][CH3:22])=[O:19])=[C:5]([NH:7][C:8](=[O:17])[CH2:9][CH:10]2[S:14][C:13](=[NH:15])[NH:12][C:11]2=[O:16])[S:6][C:2]=1[Br:1])[C:26]1[CH:31]=[CH:30][CH:29]=[CH:28][CH:27]=1, predict the reactants needed to synthesize it. The reactants are: [Br:1][C:2]1[S:6][C:5]([NH:7][C:8](=[O:17])[CH2:9][CH:10]2[S:14][C:13](=[NH:15])[NH:12][C:11]2=[O:16])=[C:4]([C:18]([O:20][CH2:21][CH3:22])=[O:19])[C:3]=1[CH2:23]Br.[NH2:25][C:26]1[CH:31]=[CH:30][CH:29]=[CH:28][CH:27]=1. (3) Given the product [F:41][C:42]1[CH:48]=[CH:47][CH:46]=[C:45]([F:49])[C:43]=1[NH:44][C:33](=[O:34])[C:32]1[CH:37]=[C:28]([C:20]2[N:21]=[C:22]3[CH:27]=[CH:26][CH:25]=[CH:24][N:23]3[C:19]=2[C:17]2[CH:16]=[CH:15][N:14]=[C:13]([NH:12][C:8]3[CH:9]=[CH:10][CH:11]=[C:6]([O:5][CH2:4][CH2:3][N:2]([CH3:40])[CH3:1])[CH:7]=3)[N:18]=2)[CH:29]=[CH:30][C:31]=1[O:38][CH3:39], predict the reactants needed to synthesize it. The reactants are: [CH3:1][N:2]([CH3:40])[CH2:3][CH2:4][O:5][C:6]1[CH:7]=[C:8]([NH:12][C:13]2[N:18]=[C:17]([C:19]3[N:23]4[CH:24]=[CH:25][CH:26]=[CH:27][C:22]4=[N:21][C:20]=3[C:28]3[CH:29]=[CH:30][C:31]([O:38][CH3:39])=[C:32]([CH:37]=3)[C:33](OC)=[O:34])[CH:16]=[CH:15][N:14]=2)[CH:9]=[CH:10][CH:11]=1.[F:41][C:42]1[CH:48]=[CH:47][CH:46]=[C:45]([F:49])[C:43]=1[NH2:44].C[Si]([N-][Si](C)(C)C)(C)C.[Na+].C([O-])(O)=O.[Na+]. (4) Given the product [CH2:8]([O:48][CH:49]1[C@@H:53]2[CH:54]=[N:55][C:56]3[CH:63]=[CH:62][C:61]([O:64][CH3:65])=[CH:60][C:57]=3[C:58](=[O:59])[N:52]2[CH2:51][CH2:50]1)[CH2:9][CH2:10][CH2:11][CH2:12][CH2:13][CH2:14][CH2:15][O:16][CH:17]1[C@@H:21]2[CH:22]=[N:23][C:24]3[CH:31]=[CH:30][C:29]([O:32][CH3:33])=[CH:28][C:25]=3[C:26](=[O:27])[N:20]2[CH2:19][CH2:18]1, predict the reactants needed to synthesize it. The reactants are: C(O)(C(F)(F)F)=O.[CH2:8]([O:48][CH:49]1[C@H:53]2[C@H:54](OC3CCCCO3)[N:55](C(OC(C)(C)C)=O)[C:56]3[CH:63]=[CH:62][C:61]([O:64][CH3:65])=[CH:60][C:57]=3[C:58](=[O:59])[N:52]2[CH2:51][CH2:50]1)[CH2:9][CH2:10][CH2:11][CH2:12][CH2:13][CH2:14][CH2:15][O:16][CH:17]1[C@H:21]2[C@H:22](OC3CCCCO3)[N:23](C(OC(C)(C)C)=O)[C:24]3[CH:31]=[CH:30][C:29]([O:32][CH3:33])=[CH:28][C:25]=3[C:26](=[O:27])[N:20]2[CH2:19][CH2:18]1.C([O-])(O)=O.[Na+]. (5) Given the product [Br:1][C:2]1[CH:3]=[C:4]([S:10]([CH3:17])(=[O:12])=[O:11])[CH:5]=[CH:6][C:7]=1[O:8][CH3:9], predict the reactants needed to synthesize it. The reactants are: [Br:1][C:2]1[CH:3]=[C:4]([S:10](Cl)(=[O:12])=[O:11])[CH:5]=[CH:6][C:7]=1[O:8][CH3:9].[Cl-].[NH4+].I[CH3:17]. (6) Given the product [C:12]([CH2:34][C:31]1[S:32][CH:33]=[C:29]([C:25]2[S:24][C:23]([NH:22][C:19]([NH:11][CH2:10][CH2:9][C:6]3[N:5]=[C:4]([CH:1]([CH3:3])[CH3:2])[O:8][N:7]=3)=[O:21])=[N:27][C:26]=2[CH3:28])[N:30]=1)#[N:14], predict the reactants needed to synthesize it. The reactants are: [CH:1]([C:4]1[O:8][N:7]=[C:6]([CH2:9][CH2:10][NH2:11])[N:5]=1)([CH3:3])[CH3:2].[CH2:12]([N:14](CC)CC)C.[C:19]([NH:22][C:23]1[S:24][C:25]([C:29]2[N:30]=[C:31]([C:34](NCC3CCCO3)=O)[S:32][CH:33]=2)=[C:26]([CH3:28])[N:27]=1)(=[O:21])C. (7) The reactants are: [N:1]1[C:10]2[CH:9]=[CH:8][CH:7]=[C:6]([C:11](O)=[O:12])[C:5]=2[CH:4]=[CH:3][CH:2]=1.[H-].[H-].[H-].[H-].[Li+].[Al+3]. Given the product [N:1]1[C:10]2[C:5](=[C:6]([CH2:11][OH:12])[CH:7]=[CH:8][CH:9]=2)[CH:4]=[CH:3][CH:2]=1, predict the reactants needed to synthesize it.